Dataset: NCI-60 drug combinations with 297,098 pairs across 59 cell lines. Task: Regression. Given two drug SMILES strings and cell line genomic features, predict the synergy score measuring deviation from expected non-interaction effect. (1) Drug 1: CC1=CC=C(C=C1)C2=CC(=NN2C3=CC=C(C=C3)S(=O)(=O)N)C(F)(F)F. Drug 2: CC1=C2C(C(=O)C3(C(CC4C(C3C(C(C2(C)C)(CC1OC(=O)C(C(C5=CC=CC=C5)NC(=O)C6=CC=CC=C6)O)O)OC(=O)C7=CC=CC=C7)(CO4)OC(=O)C)O)C)OC(=O)C. Cell line: RXF 393. Synergy scores: CSS=28.4, Synergy_ZIP=5.32, Synergy_Bliss=10.4, Synergy_Loewe=6.62, Synergy_HSA=10.8. (2) Drug 1: C1=CC(=CC=C1CCC2=CNC3=C2C(=O)NC(=N3)N)C(=O)NC(CCC(=O)O)C(=O)O. Drug 2: CN1C(=O)N2C=NC(=C2N=N1)C(=O)N. Cell line: NCI-H460. Synergy scores: CSS=22.9, Synergy_ZIP=-1.92, Synergy_Bliss=-5.53, Synergy_Loewe=-5.19, Synergy_HSA=-3.57. (3) Drug 1: CCC1=C2CN3C(=CC4=C(C3=O)COC(=O)C4(CC)O)C2=NC5=C1C=C(C=C5)O. Drug 2: COC1=C2C(=CC3=C1OC=C3)C=CC(=O)O2. Cell line: SN12C. Synergy scores: CSS=9.69, Synergy_ZIP=0.606, Synergy_Bliss=1.39, Synergy_Loewe=-32.9, Synergy_HSA=-0.170. (4) Drug 1: CCC1(CC2CC(C3=C(CCN(C2)C1)C4=CC=CC=C4N3)(C5=C(C=C6C(=C5)C78CCN9C7C(C=CC9)(C(C(C8N6C=O)(C(=O)OC)O)OC(=O)C)CC)OC)C(=O)OC)O.OS(=O)(=O)O. Drug 2: C1CNP(=O)(OC1)N(CCCl)CCCl. Cell line: A549. Synergy scores: CSS=-1.69, Synergy_ZIP=2.39, Synergy_Bliss=1.97, Synergy_Loewe=-1.23, Synergy_HSA=-1.79. (5) Drug 1: CN(C)N=NC1=C(NC=N1)C(=O)N. Drug 2: CC1CCCC2(C(O2)CC(NC(=O)CC(C(C(=O)C(C1O)C)(C)C)O)C(=CC3=CSC(=N3)C)C)C. Cell line: OVCAR3. Synergy scores: CSS=4.66, Synergy_ZIP=-1.28, Synergy_Bliss=-1.68, Synergy_Loewe=-3.59, Synergy_HSA=-2.38.